Dataset: Forward reaction prediction with 1.9M reactions from USPTO patents (1976-2016). Task: Predict the product of the given reaction. (1) Given the reactants [CH3:1][O:2][N:3]([CH3:27])[C:4]([C:6]1[CH:26]=[C:9]2[N:10]=[C:11]([N:21]3[CH2:25][CH2:24][CH2:23][CH2:22]3)[CH:12]=[C:13]([NH:14][CH:15]3[CH2:20][CH2:19][O:18][CH2:17][CH2:16]3)[N:8]2[N:7]=1)=[O:5].[C:28](O[C:28]([O:30][C:31]([CH3:34])([CH3:33])[CH3:32])=[O:29])([O:30][C:31]([CH3:34])([CH3:33])[CH3:32])=[O:29].O, predict the reaction product. The product is: [CH3:1][O:2][N:3]([CH3:27])[C:4]([C:6]1[CH:26]=[C:9]2[N:10]=[C:11]([N:21]3[CH2:25][CH2:24][CH2:23][CH2:22]3)[CH:12]=[C:13]([N:14]([CH:15]3[CH2:16][CH2:17][O:18][CH2:19][CH2:20]3)[C:28](=[O:29])[O:30][C:31]([CH3:34])([CH3:33])[CH3:32])[N:8]2[N:7]=1)=[O:5]. (2) Given the reactants [NH2:1][C:2]1[N:7]=[C:6]([C:8]2[CH:15]=[CH:14][C:11]([C:12]#[N:13])=[C:10]([F:16])[CH:9]=2)[CH:5]=[C:4]([N:17]2[CH2:22][CH2:21][CH2:20][C@@H:19]([NH2:23])[CH2:18]2)[N:3]=1.C([O-])(O)=O.[Na+].[CH2:29]([O:32][C:33](Cl)=[O:34])[CH2:30]Cl.C([O-])([O-])=O.[Cs+].[Cs+], predict the reaction product. The product is: [NH2:1][C:2]1[N:7]=[C:6]([C:8]2[CH:15]=[CH:14][C:11]([C:12]#[N:13])=[C:10]([F:16])[CH:9]=2)[CH:5]=[C:4]([N:17]2[CH2:22][CH2:21][CH2:20][C@@H:19]([N:23]3[CH2:30][CH2:29][O:32][C:33]3=[O:34])[CH2:18]2)[N:3]=1. (3) Given the reactants [C:1]([O:5][C:6](=[O:13])[CH2:7][CH:8]1[CH2:12][CH2:11][NH:10][CH2:9]1)([CH3:4])([CH3:3])[CH3:2].C(N(CC)CC)C.[CH3:21][S:22](Cl)(=[O:24])=[O:23], predict the reaction product. The product is: [CH3:21][S:22]([N:10]1[CH2:11][CH2:12][CH:8]([CH2:7][C:6]([O:5][C:1]([CH3:4])([CH3:2])[CH3:3])=[O:13])[CH2:9]1)(=[O:24])=[O:23]. (4) Given the reactants [C:1]1([CH:7]([C:25]2[CH:30]=[CH:29][CH:28]=[CH:27][CH:26]=2)[CH2:8][NH:9][CH2:10][C@@H:11]([CH3:24])[CH2:12][O:13][C:14]2[CH:15]=[C:16]([CH2:20][C:21]([OH:23])=[O:22])[CH:17]=[CH:18][CH:19]=2)[CH:6]=[CH:5][CH:4]=[CH:3][CH:2]=1.[F:31][C:32]([F:43])([F:42])[C:33]1[CH:34]=[C:35]([CH:38]=[CH:39][C:40]=1[F:41])[CH:36]=O.COC(=O)C.[Cl:49]C1C(C(F)(F)F)=CC=CC=1C=O.Cl.CCOCC, predict the reaction product. The product is: [ClH:49].[F:42][C:32]([F:31])([F:43])[C:33]1[CH:34]=[C:35]([CH:38]=[CH:39][C:40]=1[F:41])[CH2:36][N:9]([CH2:8][CH:7]([C:1]1[CH:2]=[CH:3][CH:4]=[CH:5][CH:6]=1)[C:25]1[CH:26]=[CH:27][CH:28]=[CH:29][CH:30]=1)[CH2:10][C@@H:11]([CH3:24])[CH2:12][O:13][C:14]1[CH:15]=[C:16]([CH2:20][C:21]([OH:23])=[O:22])[CH:17]=[CH:18][CH:19]=1. (5) Given the reactants [O:1]=[S:2]1(=[O:18])[CH2:7][CH2:6][N:5]([C:8]2[CH:9]=[C:10]([CH:15]=[CH:16][CH:17]=2)[C:11]([NH:13][NH2:14])=[O:12])[CH2:4][CH2:3]1.[Cl:19][C:20]1[CH:21]=[CH:22][C:23]([OH:29])=[C:24]([C:26](=O)[CH3:27])[CH:25]=1, predict the reaction product. The product is: [Cl:19][C:20]1[CH:21]=[CH:22][C:23]([OH:29])=[C:24](/[C:26](=[N:14]/[NH:13][C:11](=[O:12])[C:10]2[CH:15]=[CH:16][CH:17]=[C:8]([N:5]3[CH2:6][CH2:7][S:2](=[O:1])(=[O:18])[CH2:3][CH2:4]3)[CH:9]=2)/[CH3:27])[CH:25]=1. (6) Given the reactants [N:1]1[CH:6]=[CH:5][CH:4]=[CH:3][C:2]=1[CH2:7][CH2:8][N:9]1[CH2:14][CH2:13][N:12]([C:15]2[C:23]3[O:22][C:21]([C:24]([O-])=[O:25])=[CH:20][C:19]=3[CH:18]=[CH:17][CH:16]=2)[CH2:11][CH2:10]1.[Li+].Cl.[CH3:29][S:30]([C:33]1[CH:40]=[CH:39][C:36]([CH2:37][NH2:38])=[CH:35][CH:34]=1)(=[O:32])=[O:31], predict the reaction product. The product is: [CH3:29][S:30]([C:33]1[CH:40]=[CH:39][C:36]([CH2:37][NH:38][C:24]([C:21]2[O:22][C:23]3[C:15]([N:12]4[CH2:13][CH2:14][N:9]([CH2:8][CH2:7][C:2]5[CH:3]=[CH:4][CH:5]=[CH:6][N:1]=5)[CH2:10][CH2:11]4)=[CH:16][CH:17]=[CH:18][C:19]=3[CH:20]=2)=[O:25])=[CH:35][CH:34]=1)(=[O:31])=[O:32]. (7) Given the reactants Br[C:2]1[C:10]2[N:9]3[CH2:11][CH2:12][CH2:13][NH:14][C:15](=[O:16])[C:8]3=[CH:7][C:6]=2[CH:5]=[C:4]([C:17]#[N:18])[CH:3]=1.[F:19][C:20]1[CH:25]=[CH:24][C:23](B(O)O)=[CH:22][C:21]=1[CH3:29], predict the reaction product. The product is: [F:19][C:20]1[CH:25]=[CH:24][C:23]([C:2]2[C:10]3[N:9]4[CH2:11][CH2:12][CH2:13][NH:14][C:15](=[O:16])[C:8]4=[CH:7][C:6]=3[CH:5]=[C:4]([C:17]#[N:18])[CH:3]=2)=[CH:22][C:21]=1[CH3:29].